From a dataset of Full USPTO retrosynthesis dataset with 1.9M reactions from patents (1976-2016). Predict the reactants needed to synthesize the given product. (1) The reactants are: [N:1]1([C:7]2[CH:8]=[C:9]([N:16]3[CH2:21][CH2:20][O:19][CH2:18][CH2:17]3)[CH:10]=[C:11]([N+:13]([O-])=O)[CH:12]=2)[CH2:6][CH2:5][O:4][CH2:3][CH2:2]1. Given the product [N:1]1([C:7]2[CH:12]=[C:11]([CH:10]=[C:9]([N:16]3[CH2:17][CH2:18][O:19][CH2:20][CH2:21]3)[CH:8]=2)[NH2:13])[CH2:2][CH2:3][O:4][CH2:5][CH2:6]1, predict the reactants needed to synthesize it. (2) Given the product [C:1]12([CH2:11][CH2:12][N:13]([CH2:34][CH2:35][CH2:36][CH2:37][CH3:38])[C:14]([NH:16][CH2:17][CH2:18][CH:19]([OH:26])[C:20]3[CH:25]=[CH:24][N:23]=[CH:22][CH:21]=3)=[O:15])[CH2:8][CH:7]3[CH2:6][CH:5]([CH2:4][CH:3]([CH2:9]3)[CH2:2]1)[CH2:10]2, predict the reactants needed to synthesize it. The reactants are: [C:1]12([CH2:11][CH2:12][N:13]([CH2:34][CH2:35][CH2:36][CH2:37][CH3:38])[C:14]([NH:16][CH2:17][CH2:18][CH:19]([O:26][Si](C(C)(C)C)(C)C)[C:20]3[CH:25]=[CH:24][N:23]=[CH:22][CH:21]=3)=[O:15])[CH2:10][CH:5]3[CH2:6][CH:7]([CH2:9][CH:3]([CH2:4]3)[CH2:2]1)[CH2:8]2. (3) Given the product [F:38][C:39]([F:52])([F:51])[S:40]([O:37][C@@H:15]1[C@@H:16]2[O:17][Si:18]([CH:31]([CH3:33])[CH3:32])([CH:34]([CH3:36])[CH3:35])[O:19][Si:20]([CH:28]([CH3:29])[CH3:30])([CH:25]([CH3:26])[CH3:27])[O:21][CH2:22][C@H:23]2[O:24][C@H:14]1[N:8]1[C:4]2[N:5]=[CH:6][N:7]=[C:2]([NH2:1])[C:3]=2[C:10]([C:11](=[S:13])[NH2:12])=[CH:9]1)(=[O:42])=[O:41], predict the reactants needed to synthesize it. The reactants are: [NH2:1][C:2]1[C:3]2[C:10]([C:11](=[S:13])[NH2:12])=[CH:9][N:8]([C@@H:14]3[O:24][C@H:23]4[C@@H:16]([O:17][Si:18]([CH:34]([CH3:36])[CH3:35])([CH:31]([CH3:33])[CH3:32])[O:19][Si:20]([CH:28]([CH3:30])[CH3:29])([CH:25]([CH3:27])[CH3:26])[O:21][CH2:22]4)[C@H:15]3[OH:37])[C:4]=2[N:5]=[CH:6][N:7]=1.[F:38][C:39]([F:52])([F:51])[S:40](O[S:40]([C:39]([F:52])([F:51])[F:38])(=[O:42])=[O:41])(=[O:42])=[O:41]. (4) Given the product [CH2:8]([C:4]1[CH:5]=[CH:6][CH:7]=[C:2]([F:1])[C:3]=1[OH:11])[CH3:9], predict the reactants needed to synthesize it. The reactants are: [F:1][C:2]1[CH:7]=[CH:6][CH:5]=[C:4]([CH:8](O)[CH3:9])[C:3]=1[OH:11]. (5) Given the product [ClH:1].[NH2:20][C@@H:15]([C:16]([CH3:19])([CH3:18])[CH3:17])[C:14]([N:12]1[CH2:13][C@H:9]([O:8][C:5]2[CH:4]=[CH:3][C:2]([Cl:1])=[CH:7][N:6]=2)[CH2:10][C@H:11]1[C:29]([NH:30][C@H:31]([CH:37]([OH:44])[C:38]([NH:40][CH:41]1[CH2:42][CH2:43]1)=[O:39])[CH2:32][CH:33]1[CH2:36][CH2:35][CH2:34]1)=[O:45])=[O:28], predict the reactants needed to synthesize it. The reactants are: [Cl:1][C:2]1[CH:3]=[CH:4][C:5]([O:8][C@H:9]2[CH2:13][N:12]([C:14](=[O:28])[C@@H:15]([NH:20]C(=O)OC(C)(C)C)[C:16]([CH3:19])([CH3:18])[CH3:17])[C@H:11]([C:29](=[O:45])[NH:30][C@H:31]([CH:37]([OH:44])[C:38]([NH:40][CH:41]3[CH2:43][CH2:42]3)=[O:39])[CH2:32][CH:33]3[CH2:36][CH2:35][CH2:34]3)[CH2:10]2)=[N:6][CH:7]=1.Cl.